From a dataset of Forward reaction prediction with 1.9M reactions from USPTO patents (1976-2016). Predict the product of the given reaction. (1) Given the reactants [NH2:1][CH2:2][C:3]1([C:24]([F:27])([F:26])[F:25])[C:12]2[C:7](=[CH:8][CH:9]=[C:10]([Br:13])[CH:11]=2)[N:6]([CH2:14][C:15]2[CH:20]=[CH:19][C:18]([O:21][CH3:22])=[CH:17][CH:16]=2)[C:5](=[O:23])[NH:4]1.[F:28][C:29]1[CH:37]=[CH:36][C:32]([C:33](O)=[O:34])=[CH:31][CH:30]=1.O.OC1C2N=NNC=2C=CC=1.C(N(CC)CC)C.Cl.C(N=C=NCCCN(C)C)C, predict the reaction product. The product is: [Br:13][C:10]1[CH:11]=[C:12]2[C:7](=[CH:8][CH:9]=1)[N:6]([CH2:14][C:15]1[CH:16]=[CH:17][C:18]([O:21][CH3:22])=[CH:19][CH:20]=1)[C:5](=[O:23])[NH:4][C:3]2([CH2:2][NH:1][C:33](=[O:34])[C:32]1[CH:36]=[CH:37][C:29]([F:28])=[CH:30][CH:31]=1)[C:24]([F:26])([F:27])[F:25]. (2) Given the reactants [O:1]1[CH:5]=[N:4][N:3]=[C:2]1[C:6]1[CH:19]=[CH:18][C:9]([O:10][C:11]2[CH:16]=[CH:15][C:14]([OH:17])=[CH:13][CH:12]=2)=[CH:8][CH:7]=1.Br[C:21]1([CH2:30][CH2:31][O:32][CH2:33][CH3:34])[C:26](=[O:27])[NH:25][C:24](=[O:28])[NH:23][C:22]1=[O:29].CCCCC=CCCCC.C1(F)(C2(F)OC(C(F)(F)F)(C(F)(F)F)OC2(F)F)OC(C(F)(F)F)(C(F)(F)F)OC1(F)F, predict the reaction product. The product is: [CH2:33]([O:32][CH2:31][CH2:30][C:21]1([O:17][C:14]2[CH:15]=[CH:16][C:11]([O:10][C:9]3[CH:18]=[CH:19][C:6]([C:2]4[O:1][CH:5]=[N:4][N:3]=4)=[CH:7][CH:8]=3)=[CH:12][CH:13]=2)[C:22](=[O:29])[NH:23][C:24](=[O:28])[NH:25][C:26]1=[O:27])[CH3:34].